This data is from Full USPTO retrosynthesis dataset with 1.9M reactions from patents (1976-2016). The task is: Predict the reactants needed to synthesize the given product. (1) Given the product [F:13][CH2:14][CH:15]([CH2:16][F:17])[O:12][C:9]1[CH:10]=[C:11]2[C:6](=[CH:7][CH:8]=1)[N:5]=[CH:4][N:3]=[C:2]2[NH:19][C:20]1[CH:24]=[CH:23][O:22][N:21]=1, predict the reactants needed to synthesize it. The reactants are: Cl[C:2]1[C:11]2[C:6](=[CH:7][CH:8]=[C:9]([OH:12])[CH:10]=2)[N:5]=[CH:4][N:3]=1.[F:13][CH2:14][CH:15](O)[CH2:16][F:17].[NH2:19][C:20]1[CH:24]=[CH:23][O:22][N:21]=1. (2) The reactants are: [S:1](Cl)(Cl)(=[O:3])=[O:2].[CH3:6][NH:7][CH:8]1[CH2:10][CH2:9]1.CCN(CC)CC.[CH2:18]1[C:20]2([CH2:25][N:24]([C:26]3[C:27]4[CH:34]=[CH:33][NH:32][C:28]=4[N:29]=[CH:30][N:31]=3)[CH2:23][CH2:22][NH:21]2)[CH2:19]1. Given the product [CH:8]1([N:7]([CH3:6])[S:1]([N:21]2[C:20]3([CH2:18][CH2:19]3)[CH2:25][N:24]([C:26]3[C:27]4[CH:34]=[CH:33][NH:32][C:28]=4[N:29]=[CH:30][N:31]=3)[CH2:23][CH2:22]2)(=[O:3])=[O:2])[CH2:10][CH2:9]1, predict the reactants needed to synthesize it. (3) Given the product [ClH:28].[ClH:28].[ClH:28].[CH3:1][O:2][C:3]1[CH:12]=[C:11]2[C:6]([C:7]([C:20]3[CH:25]=[CH:24][C:23]([O:26][CH3:27])=[CH:22][CH:21]=3)=[N:8][N:9]=[C:10]2[NH:13][CH:14]2[CH2:15][CH2:16][N:17]([CH2:29][C:30]3[CH:31]=[CH:32][C:33]([C:34]([NH:36][CH2:37][CH2:38][N:39]4[CH2:44][CH2:43][CH2:42][CH2:41][CH2:40]4)=[O:35])=[CH:45][CH:46]=3)[CH2:18][CH2:19]2)=[CH:5][CH:4]=1, predict the reactants needed to synthesize it. The reactants are: [CH3:1][O:2][C:3]1[CH:12]=[C:11]2[C:6]([C:7]([C:20]3[CH:25]=[CH:24][C:23]([O:26][CH3:27])=[CH:22][CH:21]=3)=[N:8][N:9]=[C:10]2[NH:13][CH:14]2[CH2:19][CH2:18][NH:17][CH2:16][CH2:15]2)=[CH:5][CH:4]=1.[Cl:28][CH2:29][C:30]1[CH:46]=[CH:45][C:33]([C:34]([NH:36][CH2:37][CH2:38][N:39]2[CH2:44][CH2:43][CH2:42][CH2:41][CH2:40]2)=[O:35])=[CH:32][CH:31]=1.C(=O)([O-])[O-].[K+].[K+].O. (4) Given the product [N:4]1[CH:5]=[CH:6][CH:7]=[C:2]([NH:1][C:39]([C:23]2[C:24]3[N:25]=[CH:26][C:27]([CH2:30][N:31]4[CH2:36][CH2:35][N:34]([CH2:37][CH3:38])[CH2:33][CH2:32]4)=[N:28][C:29]=3[C:20]([C:10]3[C:9]([Cl:8])=[C:14]([O:15][CH3:16])[CH:13]=[C:12]([O:17][CH3:18])[C:11]=3[Cl:19])=[CH:21][CH:22]=2)=[O:40])[CH:3]=1, predict the reactants needed to synthesize it. The reactants are: [NH2:1][C:2]1[CH:3]=[N:4][CH:5]=[CH:6][CH:7]=1.[Cl:8][C:9]1[C:14]([O:15][CH3:16])=[CH:13][C:12]([O:17][CH3:18])=[C:11]([Cl:19])[C:10]=1[C:20]1[C:29]2[N:28]=[C:27]([CH2:30][N:31]3[CH2:36][CH2:35][N:34]([CH2:37][CH3:38])[CH2:33][CH2:32]3)[CH:26]=[N:25][C:24]=2[C:23]([C:39](O)=[O:40])=[CH:22][CH:21]=1. (5) Given the product [CH3:14][CH:13]([S:10]([NH:9][CH2:8][CH:7]([O:6][C:5]1[CH:17]=[CH:18][C:2]([C:28]2[CH:27]=[CH:26][CH:25]=[C:24]([NH:23][S:20]([CH3:19])(=[O:21])=[O:22])[CH:29]=2)=[CH:3][CH:4]=1)[CH3:16])(=[O:12])=[O:11])[CH3:15], predict the reactants needed to synthesize it. The reactants are: Br[C:2]1[CH:18]=[CH:17][C:5]([O:6][CH:7]([CH3:16])[CH2:8][NH:9][S:10]([CH:13]([CH3:15])[CH3:14])(=[O:12])=[O:11])=[CH:4][CH:3]=1.[CH3:19][S:20]([NH:23][C:24]1[CH:25]=[C:26](B(O)O)[CH:27]=[CH:28][CH:29]=1)(=[O:22])=[O:21].C(=O)([O-])[O-].[Na+].[Na+].